This data is from Catalyst prediction with 721,799 reactions and 888 catalyst types from USPTO. The task is: Predict which catalyst facilitates the given reaction. (1) Reactant: Br[C:2]1[CH:3]=[C:4]2[C:9](=[CH:10][CH:11]=1)[N:8]=[C:7]([NH:12][C@@H:13]([C:15]1[CH:20]=[CH:19][CH:18]=[C:17]([Cl:21])[CH:16]=1)[CH3:14])[CH:6]=[N:5]2.[C:22]([N:29]1[CH:33]=[C:32](B2OC(C)(C)C(C)(C)O2)[CH:31]=[N:30]1)([O:24][C:25]([CH3:28])([CH3:27])[CH3:26])=[O:23].C(=O)([O-])[O-].[Cs+].[Cs+].[I-].[K+]. Product: [C:25]([O:24][C:22]([N:29]1[CH:33]=[C:32]([C:2]2[CH:3]=[C:4]3[C:9](=[CH:10][CH:11]=2)[N:8]=[C:7]([NH:12][C@@H:13]([C:15]2[CH:20]=[CH:19][CH:18]=[C:17]([Cl:21])[CH:16]=2)[CH3:14])[CH:6]=[N:5]3)[CH:31]=[N:30]1)=[O:23])([CH3:28])([CH3:26])[CH3:27]. The catalyst class is: 12. (2) Reactant: Br[C:2]1[CH:7]=[C:6]([O:8][CH:9]2[CH2:13][CH2:12][CH2:11][CH2:10]2)[CH:5]=[CH:4][N:3]=1.[Cl-].[Li+].C([Mg]Cl)(C)C.[CH2:21]([Sn:25](Cl)([CH2:30][CH2:31][CH2:32][CH3:33])[CH2:26][CH2:27][CH2:28][CH3:29])[CH2:22][CH2:23][CH3:24]. Product: [CH:9]1([O:8][C:6]2[CH:5]=[CH:4][N:3]=[C:2]([Sn:25]([CH2:26][CH2:27][CH2:28][CH3:29])([CH2:30][CH2:31][CH2:32][CH3:33])[CH2:21][CH2:22][CH2:23][CH3:24])[CH:7]=2)[CH2:13][CH2:12][CH2:11][CH2:10]1. The catalyst class is: 1. (3) Reactant: [N+:1]([C:4]1[CH:5]=[C:6]([CH2:10][CH2:11][OH:12])[CH:7]=[CH:8][CH:9]=1)([O-])=O.C([O-])=O.[NH4+]. Product: [NH2:1][C:4]1[CH:5]=[C:6]([CH2:10][CH2:11][OH:12])[CH:7]=[CH:8][CH:9]=1. The catalyst class is: 19. (4) Reactant: Cl[C:2]1[C:11]2=[N:12][N:13](CC3C=CC(OC)=CC=3)[CH:14]=[C:10]2[C:9]2[CH:8]=[CH:7][CH:6]=[C:5]([O:24][CH3:25])[C:4]=2[N:3]=1.C(OC([N:33]1[C:38]2[CH:39]=[C:40]([NH2:43])[CH:41]=[CH:42][C:37]=2[O:36][CH2:35][CH2:34]1)=O)(C)(C)C.Cl. Product: [O:36]1[C:37]2[CH:42]=[CH:41][C:40]([NH:43][C:2]3[C:11]4=[N:12][NH:13][CH:14]=[C:10]4[C:9]4[CH:8]=[CH:7][CH:6]=[C:5]([O:24][CH3:25])[C:4]=4[N:3]=3)=[CH:39][C:38]=2[NH:33][CH2:34][CH2:35]1. The catalyst class is: 71. (5) Reactant: [NH:1]1[C:5]2=[N:6][CH:7]=[CH:8][CH:9]=[C:4]2[C:3]([CH2:10][C:11]([O:13][CH3:14])=[O:12])=[N:2]1.[CH2:15]1[CH2:20][O:19][CH:18]=[CH:17][CH2:16]1.C(C1C(=O)C(Cl)=C(Cl)C(=O)C=1C#N)#N. Product: [O:19]1[CH2:20][CH2:15][CH2:16][CH2:17][CH:18]1[N:1]1[C:5]2=[N:6][CH:7]=[CH:8][CH:9]=[C:4]2[C:3]([CH2:10][C:11]([O:13][CH3:14])=[O:12])=[N:2]1. The catalyst class is: 10. (6) Reactant: Cl.[Cl:2][C:3]1[C:11]([CH3:12])=[N:10][C:9]2[N:5]([N:6]=[C:7]3[C:15]([CH3:17])([CH3:16])[N:14]([C:18]([C:20]4[CH:25]=[CH:24][CH:23]=[CH:22][C:21]=4[O:26][CH:27]4[CH2:32][CH2:31][NH:30][CH2:29][CH2:28]4)=[O:19])[CH2:13][C:8]3=2)[C:4]=1[CH3:33].C=O.[C:36](O[BH-](OC(=O)C)OC(=O)C)(=O)C.[Na+].CC(O)=O.[OH-].[Na+]. Product: [Cl:2][C:3]1[C:11]([CH3:12])=[N:10][C:9]2[N:5]([N:6]=[C:7]3[C:15]([CH3:16])([CH3:17])[N:14]([C:18]([C:20]4[CH:25]=[CH:24][CH:23]=[CH:22][C:21]=4[O:26][CH:27]4[CH2:28][CH2:29][N:30]([CH3:36])[CH2:31][CH2:32]4)=[O:19])[CH2:13][C:8]3=2)[C:4]=1[CH3:33]. The catalyst class is: 26. (7) Reactant: C[O:2][C:3](=[O:42])[CH2:4][C:5]1([NH:8][C:9]([C:11]2[C:12]([OH:41])=[C:13]3[C:18](=[C:19]([C:21]4[CH:22]=[N:23][CH:24]=[CH:25][CH:26]=4)[N:20]=2)[N:17]([CH2:27][C:28]2[CH:33]=[CH:32][CH:31]=[CH:30][CH:29]=2)[C:16](=[O:34])[C:15]([C:35]2[CH:40]=[CH:39][CH:38]=[CH:37][CH:36]=2)=[CH:14]3)=[O:10])[CH2:7][CH2:6]1.[OH-].[Na+].CO.C1COCC1. Product: [CH2:27]([N:17]1[C:18]2[C:13](=[C:12]([OH:41])[C:11]([C:9]([NH:8][C:5]3([CH2:4][C:3]([OH:42])=[O:2])[CH2:6][CH2:7]3)=[O:10])=[N:20][C:19]=2[C:21]2[CH:22]=[N:23][CH:24]=[CH:25][CH:26]=2)[CH:14]=[C:15]([C:35]2[CH:36]=[CH:37][CH:38]=[CH:39][CH:40]=2)[C:16]1=[O:34])[C:28]1[CH:33]=[CH:32][CH:31]=[CH:30][CH:29]=1. The catalyst class is: 250.